This data is from Forward reaction prediction with 1.9M reactions from USPTO patents (1976-2016). The task is: Predict the product of the given reaction. (1) The product is: [C:50]([N:42]([C:43]1[CH:44]=[CH:45][CH:46]=[CH:47][CH:48]=1)/[CH:41]=[CH:40]/[CH:39]=[CH:38]/[CH:37]=[CH:29]/[C:10]1[C:11]([CH2:21][CH2:22][CH2:23][CH2:24][S:25]([O-:28])(=[O:27])=[O:26])([CH3:20])[C:12]2[C:17](=[C:16]([F:18])[CH:15]=[C:14]([F:19])[CH:13]=2)[N+:9]=1[CH2:8][CH2:7][CH2:6][CH2:5][CH2:4][C:1]([OH:3])=[O:2])(=[O:52])[CH3:51]. Given the reactants [C:1]([CH2:4][CH2:5][CH2:6][CH2:7][CH2:8][N+:9]1[C:17]2[C:12](=[CH:13][C:14]([F:19])=[CH:15][C:16]=2[F:18])[C:11]([CH2:21][CH2:22][CH2:23][CH2:24][S:25]([O-:28])(=[O:27])=[O:26])([CH3:20])[C:10]=1[CH3:29])([OH:3])=[O:2].C1(N=[CH:37][CH:38]=[CH:39][CH2:40][CH:41]=[N:42][C:43]2[CH:48]=[CH:47][CH:46]=[CH:45][CH:44]=2)C=CC=CC=1.Cl.[C:50](OC(=O)C)(=[O:52])[CH3:51], predict the reaction product. (2) The product is: [CH2:9]([N:40]([CH3:35])[C:18]1[C:23]([F:24])=[CH:22][C:21]([N+:25]([O-:27])=[O:26])=[CH:20][C:19]=1[CH2:28][C:29]([OH:31])=[O:30])[C:3]1[CH:4]=[CH:5][CH:6]=[CH:7][CH:2]=1. Given the reactants F[C:2]1[C:7](F)=[CH:6][CH:5]=[CH:4][C:3]=1[CH2:9]C(O)=O.[N+]([O-])(O)=O.F[C:18]1[C:23]([F:24])=[CH:22][C:21]([N+:25]([O-:27])=[O:26])=[CH:20][C:19]=1[CH2:28][C:29]([OH:31])=[O:30].FC1C(F)=CC=[C:35]([N+:40]([O-])=O)C=1CC(O)=O.C(CN)C1C=CC=CC=1, predict the reaction product. (3) Given the reactants Cl([O-])=O.[Na+].O.P([O-])(O)(O)=O.[Na+].[OH:12][C:13]1[C:20]([C:21]([F:24])([F:23])[F:22])=[CH:19][CH:18]=[C:17]([CH3:25])[C:14]=1[CH:15]=[O:16].CC(=CC)C.S([O-])([O-])(=[O:33])=S.[Na+].[Na+].Cl, predict the reaction product. The product is: [OH:12][C:13]1[C:20]([C:21]([F:22])([F:23])[F:24])=[CH:19][CH:18]=[C:17]([CH3:25])[C:14]=1[C:15]([OH:33])=[O:16]. (4) Given the reactants Br[CH:2]([C:4]1[S:8][C:7]([S:9][C:10]2[CH:15]=[CH:14][C:13]([Cl:16])=[CH:12][C:11]=2[Cl:17])=[C:6]([N+:18]([O-:20])=[O:19])[CH:5]=1)[CH3:3].[CH3:21][O:22][C:23]1[CH:30]=[CH:29][C:26]([CH2:27][NH2:28])=[CH:25][CH:24]=1.C(=O)([O-])[O-].[K+].[K+], predict the reaction product. The product is: [Cl:17][C:11]1[CH:12]=[C:13]([Cl:16])[CH:14]=[CH:15][C:10]=1[S:9][C:7]1[S:8][C:4]([CH:2]([NH:28][CH2:27][C:26]2[CH:29]=[CH:30][C:23]([O:22][CH3:21])=[CH:24][CH:25]=2)[CH3:3])=[CH:5][C:6]=1[N+:18]([O-:20])=[O:19]. (5) Given the reactants Br[C:2]1[S:6][C:5]([C:7]2[N:12]=[N:11][C:10]([N:13]([CH2:21][C:22]3([C:26]4[C:31]([F:32])=[CH:30][CH:29]=[CH:28][N:27]=4)[CH2:25][CH2:24][CH2:23]3)[C:14](=[O:20])[O:15][C:16]([CH3:19])([CH3:18])[CH3:17])=[CH:9][CH:8]=2)=[N:4][CH:3]=1.[NH:33]1[C:37](B(O)O)=[CH:36][CH:35]=[N:34]1.O1CCOCC1.C([O-])([O-])=O.[K+].[K+], predict the reaction product. The product is: [NH:33]1[CH:37]=[CH:36][C:35]([C:2]2[S:6][C:5]([C:7]3[N:12]=[N:11][C:10]([N:13]([CH2:21][C:22]4([C:26]5[C:31]([F:32])=[CH:30][CH:29]=[CH:28][N:27]=5)[CH2:25][CH2:24][CH2:23]4)[C:14](=[O:20])[O:15][C:16]([CH3:19])([CH3:17])[CH3:18])=[CH:9][CH:8]=3)=[N:4][CH:3]=2)=[N:34]1.